Dataset: Forward reaction prediction with 1.9M reactions from USPTO patents (1976-2016). Task: Predict the product of the given reaction. (1) Given the reactants [BH4-].[Na+].C[O:4][C:5]([C@@H:7]1[CH2:11][C@@H:10]([O:12][Si:13]([C:26]([CH3:29])([CH3:28])[CH3:27])([C:20]2[CH:25]=[CH:24][CH:23]=[CH:22][CH:21]=2)[C:14]2[CH:19]=[CH:18][CH:17]=[CH:16][CH:15]=2)[CH2:9][N:8]1[C:30](=[O:43])[NH:31][C:32]1[CH:37]=[CH:36][C:35]([O:38][C:39]([F:42])([F:41])[F:40])=[CH:34][CH:33]=1)=O.O, predict the reaction product. The product is: [F:42][C:39]([F:40])([F:41])[O:38][C:35]1[CH:36]=[CH:37][C:32]([NH:31][C:30]([N:8]2[CH2:9][C@H:10]([O:12][Si:13]([C:26]([CH3:27])([CH3:28])[CH3:29])([C:20]3[CH:21]=[CH:22][CH:23]=[CH:24][CH:25]=3)[C:14]3[CH:19]=[CH:18][CH:17]=[CH:16][CH:15]=3)[CH2:11][C@H:7]2[CH2:5][OH:4])=[O:43])=[CH:33][CH:34]=1. (2) Given the reactants CC(C)([O-])C.[K+].[C:7]([O:11][C:12](=[O:31])[NH:13][C:14]([CH3:30])([CH3:29])[CH2:15][N:16]([C:25](=[O:28])[CH2:26]Br)[C:17]1[CH:22]=[CH:21][CH:20]=[C:19]([F:23])[C:18]=1[CH3:24])([CH3:10])([CH3:9])[CH3:8].[Cl-].[NH4+], predict the reaction product. The product is: [C:7]([O:11][C:12]([N:13]1[CH2:26][C:25](=[O:28])[N:16]([C:17]2[CH:22]=[CH:21][CH:20]=[C:19]([F:23])[C:18]=2[CH3:24])[CH2:15][C:14]1([CH3:30])[CH3:29])=[O:31])([CH3:10])([CH3:9])[CH3:8]. (3) Given the reactants C1COCC1.CO.C[Si]([C:12]#[C:13][C:14]1[CH:15]=[CH:16][C:17]2[N:18]([CH3:33])[C:19]3[C:24]([C:25]=2[CH:26]=1)=[CH:23][C:22]([C:27]#[C:28][Si](C)(C)C)=[CH:21][CH:20]=3)(C)C.[OH-].[Na+], predict the reaction product. The product is: [C:27]([C:22]1[CH:21]=[CH:20][C:19]2[N:18]([CH3:33])[C:17]3[C:25]([C:24]=2[CH:23]=1)=[CH:26][C:14]([C:13]#[CH:12])=[CH:15][CH:16]=3)#[CH:28]. (4) Given the reactants Cl[C:2]1[CH:7]=[C:6]([O:8][C:9]2[C:18]3[C:13](=[CH:14][CH:15]=[CH:16][CH:17]=3)[C:12]([NH2:19])=[CH:11][CH:10]=2)[CH:5]=[CH:4][N:3]=1.[CH3:20][O:21][C:22]1[CH:23]=[C:24]([CH:26]=[C:27]([O:29][CH2:30][CH2:31][N:32]2[CH2:37][CH2:36][O:35][CH2:34][CH2:33]2)[CH:28]=1)[NH2:25].Cl.O1CCOCC1, predict the reaction product. The product is: [NH2:19][C:12]1[C:13]2[C:18](=[CH:17][CH:16]=[CH:15][CH:14]=2)[C:9]([O:8][C:6]2[CH:5]=[CH:4][N:3]=[C:2]([NH:25][C:24]3[CH:26]=[C:27]([O:29][CH2:30][CH2:31][N:32]4[CH2:37][CH2:36][O:35][CH2:34][CH2:33]4)[CH:28]=[C:22]([O:21][CH3:20])[CH:23]=3)[CH:7]=2)=[CH:10][CH:11]=1. (5) Given the reactants [CH2:1]([C:5]1([CH3:14])[CH2:10][C:9](=O)[CH2:8][C:7]([CH3:13])([CH3:12])[NH:6]1)[CH2:2][CH:3]=[CH2:4].[OH-].[K+].O.NN.C(O)COCCO, predict the reaction product. The product is: [CH2:1]([C:5]1([CH3:14])[CH2:10][CH2:9][CH2:8][C:7]([CH3:13])([CH3:12])[NH:6]1)[CH2:2][CH:3]=[CH2:4]. (6) Given the reactants [CH3:1][O:2][C:3]([C:5]1([NH:10][C:11]([CH:13]2[CH2:17][CH:16]([O:18][C:19]3[C:28]4[C:23](=[C:24]([Cl:36])[C:25]([O:29][CH2:30][CH:31](OC)OC)=[CH:26][CH:27]=4)[N:22]=[C:21]([C:37]4[N:38]=[C:39]([NH:42][CH:43]([CH3:45])[CH3:44])[S:40][CH:41]=4)[CH:20]=3)[CH2:15][N:14]2[C:46](=[O:62])[CH:47]([NH:52][C:53]([O:55][CH:56]2[CH2:61][CH:60]3[CH:58]([CH2:59]3)[CH2:57]2)=[O:54])[C:48]([CH3:51])([CH3:50])[CH3:49])=[O:12])[CH2:7][CH:6]1[CH2:8][CH3:9])=[O:4].Cl.[NH:64]1[CH2:69][CH2:68][O:67][CH2:66][CH2:65]1.C(O[BH-](OC(=O)C)OC(=O)C)(=O)C.[Na+].C([O-])(O)=O.[Na+], predict the reaction product. The product is: [CH3:1][O:2][C:3]([C:5]1([NH:10][C:11]([CH:13]2[CH2:17][CH:16]([O:18][C:19]3[C:28]4[C:23](=[C:24]([Cl:36])[C:25]([O:29][CH2:30][CH2:31][N:64]5[CH2:69][CH2:68][O:67][CH2:66][CH2:65]5)=[CH:26][CH:27]=4)[N:22]=[C:21]([C:37]4[N:38]=[C:39]([NH:42][CH:43]([CH3:44])[CH3:45])[S:40][CH:41]=4)[CH:20]=3)[CH2:15][N:14]2[C:46](=[O:62])[CH:47]([NH:52][C:53]([O:55][CH:56]2[CH2:57][CH:58]3[CH:60]([CH2:59]3)[CH2:61]2)=[O:54])[C:48]([CH3:50])([CH3:51])[CH3:49])=[O:12])[CH2:7][CH:6]1[CH2:8][CH3:9])=[O:4]. (7) Given the reactants [C:1]([C:4]1[C:12]2[O:11][C:10]([CH:13]3[CH2:16][N:15](C(OCC4C=CC=CC=4)=O)[CH2:14]3)=[N:9][C:8]=2[CH:7]=[CH:6][CH:5]=1)(=[O:3])[NH2:2], predict the reaction product. The product is: [NH:15]1[CH2:14][CH:13]([C:10]2[O:11][C:12]3[C:4]([C:1]([NH2:2])=[O:3])=[CH:5][CH:6]=[CH:7][C:8]=3[N:9]=2)[CH2:16]1.